Dataset: Forward reaction prediction with 1.9M reactions from USPTO patents (1976-2016). Task: Predict the product of the given reaction. (1) Given the reactants [CH:1]1([NH:4][CH2:5][CH2:6][CH2:7][NH:8][C:9]2[CH:14]=[CH:13][C:12]([S:15]([NH2:18])(=[O:17])=[O:16])=[CH:11][C:10]=2[N+:19]([O-:21])=[O:20])[CH2:3][CH2:2]1.FC(F)(F)S(O[CH2:28][C:29]([F:32])([F:31])[F:30])(=O)=O.C(N(CC)C(C)C)(C)C, predict the reaction product. The product is: [CH:1]1([N:4]([CH2:28][C:29]([F:32])([F:31])[F:30])[CH2:5][CH2:6][CH2:7][NH:8][C:9]2[CH:14]=[CH:13][C:12]([S:15]([NH2:18])(=[O:16])=[O:17])=[CH:11][C:10]=2[N+:19]([O-:21])=[O:20])[CH2:3][CH2:2]1. (2) Given the reactants [F:1][CH:2]([F:22])[CH2:3][O:4][C:5]1[CH:10]=[CH:9][C:8]([N:11]2[C:16](=[O:17])[C:15]3[CH:18]=[CH:19][NH:20][C:14]=3[NH:13][C:12]2=[S:21])=[CH:7][CH:6]=1.I[CH2:24][CH3:25].C(=O)([O-])O.[Na+], predict the reaction product. The product is: [F:22][CH:2]([F:1])[CH2:3][O:4][C:5]1[CH:6]=[CH:7][C:8]([N:11]2[C:16](=[O:17])[C:15]3[CH:18]=[CH:19][NH:20][C:14]=3[N:13]=[C:12]2[S:21][CH2:24][CH3:25])=[CH:9][CH:10]=1. (3) The product is: [NH2:33][C:28]1[CH:27]=[CH:26][C:25]([C:23]([C:14]2[N:13]3[C:17]([CH:18]=[CH:19][C:11]([O:10][CH2:3][C:4]4[CH:5]=[CH:6][CH:7]=[CH:8][CH:9]=4)=[CH:12]3)=[C:16]([O:20][CH3:21])[C:15]=2[CH3:22])=[O:24])=[CH:41][C:29]=1[C:30]([OH:40])=[O:31]. Given the reactants [OH-].[K+].[CH2:3]([O:10][C:11]1[CH:19]=[CH:18][C:17]2[N:13]([C:14]([C:23]([C:25]3[CH:26]=[CH:27][C:28]4[N:33]=C(C5C=CC=CC=5)[O:31][C:30](=[O:40])[C:29]=4[CH:41]=3)=[O:24])=[C:15]([CH3:22])[C:16]=2[O:20][CH3:21])[CH:12]=1)[C:4]1[CH:9]=[CH:8][CH:7]=[CH:6][CH:5]=1.Cl, predict the reaction product.